From a dataset of Full USPTO retrosynthesis dataset with 1.9M reactions from patents (1976-2016). Predict the reactants needed to synthesize the given product. (1) The reactants are: F[C:2]1[CH:7]=[CH:6][C:5]([N+:8]([O-:10])=[O:9])=[CH:4][CH:3]=1.Cl.[NH:12]1[CH2:15][CH2:14][CH2:13]1. Given the product [N+:8]([C:5]1[CH:6]=[CH:7][C:2]([N:12]2[CH2:15][CH2:14][CH2:13]2)=[CH:3][CH:4]=1)([O-:10])=[O:9], predict the reactants needed to synthesize it. (2) Given the product [S:18]1[CH:22]=[CH:21][CH:20]=[C:19]1[C:23]1[O:1][N:2]=[C:3]([N:4]2[CH2:5][CH2:6][N:7]([C:10]([O:12][C:13]([CH3:14])([CH3:16])[CH3:15])=[O:11])[CH2:8][CH2:9]2)[N:17]=1, predict the reactants needed to synthesize it. The reactants are: [OH:1][NH:2][C:3](=[NH:17])[N:4]1[CH2:9][CH2:8][N:7]([C:10]([O:12][C:13]([CH3:16])([CH3:15])[CH3:14])=[O:11])[CH2:6][CH2:5]1.[S:18]1[CH:22]=[CH:21][CH:20]=[C:19]1[C:23](Cl)=O.CCN(C(C)C)C(C)C. (3) The reactants are: [Cl:1][C:2]1[CH:7]=[CH:6][C:5]([CH:8]([C:31]2[N:32]([CH3:45])[N:33]=[C:34]3[C:39]=2[CH:38]=[C:37]([C:40]([F:43])([F:42])[F:41])[CH:36]=[C:35]3[Cl:44])[CH:9]([C:13]2[CH:30]=[CH:29][C:16]([C:17]([NH:19][CH2:20][CH2:21][C:22]([O:24]C(C)(C)C)=[O:23])=[O:18])=[CH:15][CH:14]=2)[CH2:10][CH2:11][CH3:12])=[CH:4][CH:3]=1.C(O)(C(F)(F)F)=O. Given the product [Cl:1][C:2]1[CH:7]=[CH:6][C:5]([CH:8]([C:31]2[N:32]([CH3:45])[N:33]=[C:34]3[C:39]=2[CH:38]=[C:37]([C:40]([F:41])([F:42])[F:43])[CH:36]=[C:35]3[Cl:44])[CH:9]([C:13]2[CH:14]=[CH:15][C:16]([C:17]([NH:19][CH2:20][CH2:21][C:22]([OH:24])=[O:23])=[O:18])=[CH:29][CH:30]=2)[CH2:10][CH2:11][CH3:12])=[CH:4][CH:3]=1, predict the reactants needed to synthesize it. (4) Given the product [CH2:1]([O:3][C:4](=[O:18])[CH2:5][C:6]1[N:14]2[C:9]([CH:10]=[C:11]([C:15]#[N:16])[CH:12]=[CH:13]2)=[C:8]([CH2:23][C:22]2[CH:25]=[CH:26][C:27]([S:28]([N:31]3[CH2:36][CH2:35][O:34][CH2:33][CH2:32]3)(=[O:30])=[O:29])=[C:20]([Cl:19])[CH:21]=2)[C:7]=1[CH3:17])[CH3:2], predict the reactants needed to synthesize it. The reactants are: [CH2:1]([O:3][C:4](=[O:18])[CH2:5][C:6]1[N:14]2[C:9]([CH:10]=[C:11]([C:15]#[N:16])[CH:12]=[CH:13]2)=[CH:8][C:7]=1[CH3:17])[CH3:2].[Cl:19][C:20]1[CH:21]=[C:22]([CH:25]=[CH:26][C:27]=1[S:28]([N:31]1[CH2:36][CH2:35][O:34][CH2:33][CH2:32]1)(=[O:30])=[O:29])[CH:23]=O. (5) Given the product [O:35]=[C:34]1[N:20]2[C:19]3[CH:21]=[CH:22][CH:23]=[CH:24][C:18]=3[N:17]=[C:16]2[CH:6]([CH2:7][C:8]2[CH:9]=[CH:10][C:11]([C:12]#[N:13])=[CH:14][CH:15]=2)[NH:5]1, predict the reactants needed to synthesize it. The reactants are: N#N.Cl.Cl.[NH2:5][C@@H:6]([C:16]1[NH:20][C:19]2[CH:21]=[CH:22][CH:23]=[CH:24][C:18]=2[N:17]=1)[CH2:7][C:8]1[CH:15]=[CH:14][C:11]([C:12]#[N:13])=[CH:10][CH:9]=1.CCN(C(C)C)C(C)C.[C:34](N1C=CN=C1)(N1C=CN=C1)=[O:35]. (6) Given the product [CH3:9][O:8][C:5]1[CH:6]=[CH:7][C:2]([C:19]#[C:18][CH2:17][O:20][CH:21]2[CH2:26][CH2:25][CH2:24][CH2:23][O:22]2)=[CH:3][C:4]=1[CH3:10], predict the reactants needed to synthesize it. The reactants are: Br[C:2]1[CH:7]=[CH:6][C:5]([O:8][CH3:9])=[C:4]([CH3:10])[CH:3]=1.C(=O)([O-])[O-].[Cs+].[Cs+].[CH2:17]([O:20][CH:21]1[CH2:26][CH2:25][CH2:24][CH2:23][O:22]1)[C:18]#[CH:19].C1(P(C2CCCCC2)C2C=CC=CC=2C2C(C(C)C)=CC(C(C)C)=CC=2C(C)C)CCCCC1. (7) Given the product [C:25]([N:28]1[C:37]2[C:32](=[CH:33][C:34]([NH:38][C:54](=[O:55])[C:53]3[CH:57]=[C:49]([Br:48])[CH:50]=[CH:51][C:52]=3[NH:58][CH3:59])=[CH:35][CH:36]=2)[C:31]([C:40]2[CH:45]=[CH:44][CH:43]=[CH:42][CH:41]=2)([CH3:39])[CH2:30][C:29]1([CH3:47])[CH3:46])(=[O:27])[CH3:26], predict the reactants needed to synthesize it. The reactants are: CN(C(ON1N=NC2C=CC=NC1=2)=[N+](C)C)C.F[P-](F)(F)(F)(F)F.[C:25]([N:28]1[C:37]2[C:32](=[CH:33][C:34]([NH2:38])=[CH:35][CH:36]=2)[C:31]([C:40]2[CH:45]=[CH:44][CH:43]=[CH:42][CH:41]=2)([CH3:39])[CH2:30][C:29]1([CH3:47])[CH3:46])(=[O:27])[CH3:26].[Br:48][C:49]1[CH:50]=[CH:51][C:52]([NH:58][CH3:59])=[C:53]([CH:57]=1)[C:54](O)=[O:55].C(N(CC)C(C)C)(C)C. (8) Given the product [C:1]([O:5][C:6](=[O:19])[NH:7][C:8]1[CH:13]=[CH:12][C:11]([C:14]([F:17])([F:16])[F:15])=[CH:10][C:9]=1[NH:18][C:25](=[O:24])[CH2:26][C:27]([C:29]1[CH:34]=[CH:33][CH:32]=[C:31]([C:35]2[CH:40]=[CH:39][N:38]=[C:37]([CH3:41])[CH:36]=2)[CH:30]=1)=[O:28])([CH3:4])([CH3:2])[CH3:3], predict the reactants needed to synthesize it. The reactants are: [C:1]([O:5][C:6](=[O:19])[NH:7][C:8]1[CH:13]=[CH:12][C:11]([C:14]([F:17])([F:16])[F:15])=[CH:10][C:9]=1[NH2:18])([CH3:4])([CH3:3])[CH3:2].C([O:24][C:25](=O)[CH2:26][C:27]([C:29]1[CH:34]=[CH:33][CH:32]=[C:31]([C:35]2[CH:40]=[CH:39][N:38]=[C:37]([CH3:41])[CH:36]=2)[CH:30]=1)=[O:28])(C)(C)C. (9) Given the product [F:1][C:2]1[CH:7]=[C:6]([O:8][CH2:9][C:10]2[CH:15]=[CH:14][CH:13]=[C:12]([F:16])[CH:11]=2)[C:5]([F:17])=[CH:4][C:3]=1[N:18]1[C:23](=[O:24])[CH2:22][CH:20]([C:19]([OH:27])=[O:26])[CH2:21]1, predict the reactants needed to synthesize it. The reactants are: [F:1][C:2]1[CH:7]=[C:6]([O:8][CH2:9][C:10]2[CH:15]=[CH:14][CH:13]=[C:12]([F:16])[CH:11]=2)[C:5]([F:17])=[CH:4][C:3]=1[NH2:18].[C:19]([OH:27])(=[O:26])[C:20]([CH2:22][C:23](O)=[O:24])=[CH2:21].